This data is from Forward reaction prediction with 1.9M reactions from USPTO patents (1976-2016). The task is: Predict the product of the given reaction. Given the reactants [CH3:1][S:2][C:3]1[CH:4]=[C:5]([CH:9]=[CH:10][CH:11]=1)[C:6](O)=[O:7].C[N:13](C=O)C.S(Cl)(Cl)=O, predict the reaction product. The product is: [CH3:1][S:2][C:3]1[CH:4]=[C:5]([CH:9]=[CH:10][CH:11]=1)[C:6]([NH2:13])=[O:7].